This data is from Microsomal clearance measurements from AstraZeneca. The task is: Regression/Classification. Given a drug SMILES string, predict its absorption, distribution, metabolism, or excretion properties. Task type varies by dataset: regression for continuous measurements (e.g., permeability, clearance, half-life) or binary classification for categorical outcomes (e.g., BBB penetration, CYP inhibition). For this dataset (clearance_microsome_az), we predict log10(clearance) (log10 of the in vitro intrinsic clearance, CLint, in uL/min per mg of human liver microsomal protein, equivalently mL/min/g; values are censored to the assay range of 3 to 150, which is 0.477 to 2.18 on this log10 scale). (1) The molecule is O=C(O)COc1ccc(Cl)cc1CN1CCCN(S(=O)(=O)c2ccccc2)CC1. The log10(clearance) is 0.480. (2) The molecule is CN[C@@H](C)C(=O)N[C@H](C(=O)N1CC[C@H]2CCN(CCc3ccccc3)C[C@H]21)C1CCCCC1. The log10(clearance) is 1.33. (3) The molecule is COc1cc(-n2cnc3cc(-c4ccc(Cl)cc4)sc3c2=O)ccc1OC[C@H](OP(=O)(O)O)C1CC1. The log10(clearance) is 0.480. (4) The drug is CC(C)(O)c1ccc(Nc2nc3ccc(C#N)cc3[nH]2)cc1. The log10(clearance) is 0.480.